Dataset: Peptide-MHC class I binding affinity with 185,985 pairs from IEDB/IMGT. Task: Regression. Given a peptide amino acid sequence and an MHC pseudo amino acid sequence, predict their binding affinity value. This is MHC class I binding data. (1) The peptide sequence is GQQRSTLERTSKASL. The MHC is HLA-B45:01 with pseudo-sequence HLA-B45:01. The binding affinity (normalized) is 0.00638. (2) The peptide sequence is NLFDWMHFL. The MHC is BoLA-T2C with pseudo-sequence BoLA-T2C. The binding affinity (normalized) is 0.898. (3) The peptide sequence is YAMMSLFDM. The MHC is HLA-B57:01 with pseudo-sequence HLA-B57:01. The binding affinity (normalized) is 0.0847. (4) The peptide sequence is KSLFNTIATLY. The MHC is HLA-B08:01 with pseudo-sequence HLA-B08:01. The binding affinity (normalized) is 0.0847. (5) The peptide sequence is ILMDSIFVST. The MHC is HLA-A68:01 with pseudo-sequence HLA-A68:01. The binding affinity (normalized) is 0.0628. (6) The peptide sequence is SVAWSASACH. The MHC is HLA-A33:01 with pseudo-sequence HLA-A33:01. The binding affinity (normalized) is 0.303. (7) The peptide sequence is EVPEMFGAE. The MHC is HLA-A26:03 with pseudo-sequence HLA-A26:03. The binding affinity (normalized) is 0.471.